From a dataset of CYP2D6 inhibition data for predicting drug metabolism from PubChem BioAssay. Regression/Classification. Given a drug SMILES string, predict its absorption, distribution, metabolism, or excretion properties. Task type varies by dataset: regression for continuous measurements (e.g., permeability, clearance, half-life) or binary classification for categorical outcomes (e.g., BBB penetration, CYP inhibition). Dataset: cyp2d6_veith. (1) The compound is O=C(O)c1ccc(C(=O)O)c(C(=O)Nc2ccc3c(c2)Cc2ccccc2-3)c1. The result is 0 (non-inhibitor). (2) The molecule is CCOC(=O)c1[nH]c(C)c(CN(CCc2ccccc2)C(=O)CCC(=O)O)c1C. The result is 1 (inhibitor). (3) The molecule is COc1cc2c(cc1OC)C1Cc3c(cnc4c(-c5ccsc5)cnn34)C(=O)N1CC2. The result is 0 (non-inhibitor).